The task is: Predict the reactants needed to synthesize the given product.. This data is from Full USPTO retrosynthesis dataset with 1.9M reactions from patents (1976-2016). (1) Given the product [F:1][C:2]1[C:11]2[C:12]([OH:17])([C:14]([O:16][CH3:24])=[O:15])[CH2:13][N:9]3[C:10]=2[C:5]([CH:6]=[CH:7][C:8]3=[O:18])=[CH:4][CH:3]=1, predict the reactants needed to synthesize it. The reactants are: [F:1][C:2]1[C:11]2[C:12]([OH:17])([C:14]([OH:16])=[O:15])[CH2:13][N:9]3[C:10]=2[C:5]([CH:6]=[CH:7][C:8]3=[O:18])=[CH:4][CH:3]=1.S(=O)(=O)(O)O.[CH3:24]O. (2) Given the product [OH:19][CH2:18][C:5]1[C:6]2[O:10][C:9]([C:11]3[CH:16]=[CH:15][CH:14]=[CH:13][CH:12]=3)=[CH:8][C:7]=2[CH:17]=[C:3]([C:1]#[N:2])[CH:4]=1, predict the reactants needed to synthesize it. The reactants are: [C:1]([C:3]1[CH:4]=[C:5]([C:18](OC)=[O:19])[C:6]2[O:10][C:9]([C:11]3[CH:16]=[CH:15][CH:14]=[CH:13][CH:12]=3)=[CH:8][C:7]=2[CH:17]=1)#[N:2].[H-].[H-].[H-].[H-].[Li+].[Al+3].O.CCOC(C)=O. (3) The reactants are: [Br:1]Br.[CH3:3][C:4]1[N:9]=[C:8]([OH:10])[CH:7]=[C:6]([CH3:11])[N:5]=1. Given the product [Br:1][C:7]1[C:8]([OH:10])=[N:9][C:4]([CH3:3])=[N:5][C:6]=1[CH3:11], predict the reactants needed to synthesize it. (4) Given the product [CH3:1][O:2][C:3]1[CH:30]=[CH:29][C:6]([CH2:7][NH:8][C:9]([C:11]2([CH2:24][CH2:25][CH2:26][CH2:27][N:34]3[CH2:35][CH2:36][CH2:37][N:31]([C:38]4[S:39][C:40]5[CH:46]=[CH:45][CH:44]=[CH:43][C:41]=5[N:42]=4)[CH2:32][CH2:33]3)[C:23]3[CH:22]=[CH:21][CH:20]=[CH:19][C:18]=3[C:17]3[C:12]2=[CH:13][CH:14]=[CH:15][CH:16]=3)=[O:10])=[CH:5][CH:4]=1, predict the reactants needed to synthesize it. The reactants are: [CH3:1][O:2][C:3]1[CH:30]=[CH:29][C:6]([CH2:7][NH:8][C:9]([C:11]2([CH2:24][CH2:25][CH2:26][CH2:27]Br)[C:23]3[CH:22]=[CH:21][CH:20]=[CH:19][C:18]=3[C:17]3[C:12]2=[CH:13][CH:14]=[CH:15][CH:16]=3)=[O:10])=[CH:5][CH:4]=1.[N:31]1([C:38]2[S:39][C:40]3[CH:46]=[CH:45][CH:44]=[CH:43][C:41]=3[N:42]=2)[CH2:37][CH2:36][CH2:35][NH:34][CH2:33][CH2:32]1. (5) Given the product [F:10][C:11]1[CH:16]=[CH:15][C:14]([S:17]([NH:9][C:6]2[CH:7]=[CH:8][C:3]([O:2][CH3:1])=[CH:4][CH:5]=2)(=[O:19])=[O:18])=[CH:13][C:12]=1[N+:21]([O-:23])=[O:22], predict the reactants needed to synthesize it. The reactants are: [CH3:1][O:2][C:3]1[CH:8]=[CH:7][C:6]([NH2:9])=[CH:5][CH:4]=1.[F:10][C:11]1[CH:16]=[CH:15][C:14]([S:17](Cl)(=[O:19])=[O:18])=[CH:13][C:12]=1[N+:21]([O-:23])=[O:22]. (6) Given the product [Cl:31][C:25]1[CH:26]=[CH:27][C:28]([Cl:30])=[CH:29][C:24]=1[S:21]([N:18]1[CH2:19][CH2:20][CH:15]([C:13]2[C:12]3[C:7](=[CH:8][CH:9]=[C:10]([F:32])[CH:11]=3)[CH:6]=[C:5]([CH2:4][C:3]([OH:33])=[O:2])[CH:14]=2)[CH2:16][CH2:17]1)(=[O:23])=[O:22], predict the reactants needed to synthesize it. The reactants are: C[O:2][C:3](=[O:33])[CH2:4][C:5]1[CH:14]=[C:13]([CH:15]2[CH2:20][CH2:19][N:18]([S:21]([C:24]3[CH:29]=[C:28]([Cl:30])[CH:27]=[CH:26][C:25]=3[Cl:31])(=[O:23])=[O:22])[CH2:17][CH2:16]2)[C:12]2[C:7](=[CH:8][CH:9]=[C:10]([F:32])[CH:11]=2)[CH:6]=1.O.[OH-].[Li+]. (7) Given the product [CH2:28]([O:27][C:25]([CH:24]1[CH2:20][CH:19]1[C:17]1[CH:18]=[C:13]2[CH:12]=[CH:11][N:10]([S:7]([C:4]3[CH:5]=[CH:6][C:1]([CH3:21])=[CH:2][CH:3]=3)(=[O:9])=[O:8])[C:14]2=[N:15][CH:16]=1)=[O:26])[CH3:29], predict the reactants needed to synthesize it. The reactants are: [C:1]1([CH3:21])[CH:6]=[CH:5][C:4]([S:7]([N:10]2[C:14]3=[N:15][CH:16]=[C:17]([CH:19]=[CH2:20])[CH:18]=[C:13]3[CH:12]=[CH:11]2)(=[O:9])=[O:8])=[CH:3][CH:2]=1.[N+](=[CH:24][C:25]([O:27][CH2:28][CH3:29])=[O:26])=[N-].